Dataset: Reaction yield outcomes from USPTO patents with 853,638 reactions. Task: Predict the reaction yield, written as a fraction of the theoretical maximum amount of product (1.0 means a 100% yield; for example, 0.34 means a 34% yield). (1) The catalyst is O1CCOCC1.C1C=CC(/C=C/C(/C=C/C2C=CC=CC=2)=O)=CC=1.C1C=CC(/C=C/C(/C=C/C2C=CC=CC=2)=O)=CC=1.C1C=CC(/C=C/C(/C=C/C2C=CC=CC=2)=O)=CC=1.[Pd].[Pd]. The yield is 0.200. The product is [CH2:43]([O:17][C:15]([C:14]1[CH:13]=[C:12]([CH:20]=[CH:19][CH:18]=1)[O:11][C:9]1[CH:8]=[CH:7][N:6]=[C:5]2[N:4]([CH2:21][C:22]3[CH:27]=[CH:26][C:25]([O:28][CH3:29])=[CH:24][CH:23]=3)[N:3]=[C:2]([NH:30][C@@H:31]3[CH2:35][CH2:34][N:33]([C:36]([O:38][C:39]([CH3:42])([CH3:41])[CH3:40])=[O:37])[CH2:32]3)[C:10]=12)=[O:16])[CH3:44]. The reactants are I[C:2]1[C:10]2[C:5](=[N:6][CH:7]=[CH:8][C:9]=2[O:11][C:12]2[CH:13]=[C:14]([CH:18]=[CH:19][CH:20]=2)[C:15]([O-:17])=[O:16])[N:4]([CH2:21][C:22]2[CH:27]=[CH:26][C:25]([O:28][CH3:29])=[CH:24][CH:23]=2)[N:3]=1.[NH2:30][C@@H:31]1[CH2:35][CH2:34][N:33]([C:36]([O:38][C:39]([CH3:42])([CH3:41])[CH3:40])=[O:37])[CH2:32]1.[CH3:43][C:44]1(C)C2C(=C(P(C3C=CC=CC=3)C3C=CC=CC=3)C=CC=2)OC2C(P(C3C=CC=CC=3)C3C=CC=CC=3)=CC=CC1=2.C(=O)([O-])[O-].[Cs+].[Cs+]. (2) The reactants are N#N.Br[C:4]1[C:13]2[C:8](=[CH:9][CH:10]=[C:11]([C:14]3[CH:19]=[CH:18][CH:17]=[CH:16][N:15]=3)[CH:12]=2)[C:7](=[O:20])[N:6]([CH3:21])[CH:5]=1.[CH2:22]([S:24]([NH:27][C:28]1[CH:29]=[C:30](B(O)O)[CH:31]=[CH:32][CH:33]=1)(=[O:26])=[O:25])[CH3:23].[O-]P([O-])([O-])=O.[K+].[K+].[K+]. The catalyst is O1CCOCC1.C1C=CC(P(C2C=CC=CC=2)[C-]2C=CC=C2)=CC=1.C1C=CC(P(C2C=CC=CC=2)[C-]2C=CC=C2)=CC=1.Cl[Pd]Cl.[Fe+2]. The product is [CH3:21][N:6]1[CH:5]=[C:4]([C:32]2[CH:33]=[C:28]([NH:27][S:24]([CH2:22][CH3:23])(=[O:25])=[O:26])[CH:29]=[CH:30][CH:31]=2)[C:13]2[C:8](=[CH:9][CH:10]=[C:11]([C:14]3[CH:19]=[CH:18][CH:17]=[CH:16][N:15]=3)[CH:12]=2)[C:7]1=[O:20]. The yield is 0.0390. (3) The reactants are [Cl:1][C:2]1[CH:7]=[CH:6][CH:5]=[C:4]([Cl:8])[C:3]=1[C:9]1[CH:14]=[C:13]([F:15])[CH:12]=[C:11]([S:16][CH3:17])[C:10]=1[O:18]C.B(Br)(Br)Br.C([O-])(O)=O.[Na+]. The catalyst is C(Cl)Cl. The product is [Cl:1][C:2]1[CH:7]=[CH:6][CH:5]=[C:4]([Cl:8])[C:3]=1[C:9]1[C:10]([OH:18])=[C:11]([S:16][CH3:17])[CH:12]=[C:13]([F:15])[CH:14]=1. The yield is 0.360. (4) The reactants are Cl.[NH2:2][C:3]1[C:11]([OH:12])=[C:10]2[C:6]([CH2:7][CH2:8][CH:9]2[CH2:13][CH2:14][NH:15][C:16](=[O:18])[CH3:17])=[CH:5][CH:4]=1.[CH2:19]([O:26][CH2:27][C:28](Cl)=[O:29])[C:20]1[CH:25]=[CH:24][CH:23]=[CH:22][CH:21]=1.O. The catalyst is N1C=CC=CC=1. The product is [C:16]([NH:15][CH2:14][CH2:13][CH:9]1[C:10]2[C:6](=[CH:5][CH:4]=[C:3]([NH:2][C:28](=[O:29])[CH2:27][O:26][CH2:19][C:20]3[CH:25]=[CH:24][CH:23]=[CH:22][CH:21]=3)[C:11]=2[OH:12])[CH2:7][CH2:8]1)(=[O:18])[CH3:17]. The yield is 0.800. (5) The reactants are [CH3:1][C:2]1[C:7]([O:8][C:9]2[C:10]([NH:22][C:23]3[S:27][N:26]=[C:25]([C@H:28]4[C:32]([CH3:34])([CH3:33])[O:31]C(C)(C)[O:29]4)[N:24]=3)=[N:11][CH:12]=[C:13]([S:15][C:16]3[CH:21]=[CH:20][CH:19]=[CH:18][N:17]=3)[CH:14]=2)=[CH:6][CH:5]=[CH:4][N:3]=1.[ClH:37]. The catalyst is CCO. The product is [ClH:37].[CH3:34][C:32]([OH:31])([CH3:33])[C@H:28]([C:25]1[N:24]=[C:23]([NH:22][C:10]2[C:9]([O:8][C:7]3[C:2]([CH3:1])=[N:3][CH:4]=[CH:5][CH:6]=3)=[CH:14][C:13]([S:15][C:16]3[CH:21]=[CH:20][CH:19]=[CH:18][N:17]=3)=[CH:12][N:11]=2)[S:27][N:26]=1)[OH:29]. The yield is 0.776. (6) The reactants are [CH:1]1([CH2:6][C:7](Cl)=[O:8])[CH2:5][CH2:4][CH2:3][CH2:2]1.[NH2:10][C:11]1[S:15][C:14]([NH:16][C:17]2[CH:26]=[CH:25][C:24]3[C:19](=[CH:20][CH:21]=[CH:22][CH:23]=3)[CH:18]=2)=[N:13][C:12]=1[C:27]([NH2:29])=[O:28].N1C=CC=CC=1. The catalyst is C1COCC1. The product is [CH:1]1([CH2:6][C:7]([NH:10][C:11]2[S:15][C:14]([NH:16][C:17]3[CH:26]=[CH:25][C:24]4[C:19](=[CH:20][CH:21]=[CH:22][CH:23]=4)[CH:18]=3)=[N:13][C:12]=2[C:27]([NH2:29])=[O:28])=[O:8])[CH2:5][CH2:4][CH2:3][CH2:2]1. The yield is 0.580. (7) The reactants are C([O:5][C:6]([C:8]1([CH2:11][CH2:12][CH2:13][CH2:14][C:15](=[O:30])[CH2:16][CH2:17][CH2:18][CH2:19][C:20]2([C:23]([O:25]C(C)(C)C)=[O:24])[CH2:22][CH2:21]2)[CH2:10][CH2:9]1)=[O:7])(C)(C)C. The catalyst is C(O)=O. The product is [C:23]([C:20]1([CH2:19][CH2:18][CH2:17][CH2:16][C:15](=[O:30])[CH2:14][CH2:13][CH2:12][CH2:11][C:8]2([C:6]([OH:7])=[O:5])[CH2:9][CH2:10]2)[CH2:22][CH2:21]1)([OH:25])=[O:24]. The yield is 0.990.